Dataset: Catalyst prediction with 721,799 reactions and 888 catalyst types from USPTO. Task: Predict which catalyst facilitates the given reaction. (1) Product: [F:1][C:2]([F:29])([F:30])[C:3]1[CH:4]=[C:5]([C:13]2[N:17]=[CH:16][N:15](/[CH:18]=[C:19](\[C:23]3[CH:24]=[N:25][CH:26]=[CH:27][CH:28]=3)/[C:20]([NH2:40])=[O:22])[N:14]=2)[CH:6]=[C:7]([C:9]([F:10])([F:11])[F:12])[CH:8]=1. Reactant: [F:1][C:2]([F:30])([F:29])[C:3]1[CH:4]=[C:5]([C:13]2[N:17]=[CH:16][N:15](/[CH:18]=[C:19](\[C:23]3[CH:24]=[N:25][CH:26]=[CH:27][CH:28]=3)/[C:20]([OH:22])=O)[N:14]=2)[CH:6]=[C:7]([C:9]([F:12])([F:11])[F:10])[CH:8]=1.ClC(OCC(C)C)=O.C[N:40]1CCOCC1. The catalyst class is: 1. (2) Reactant: [CH3:1][C:2]1[N:6]([CH2:7][CH2:8][N:9]2[CH:13]=[C:12]([N+:14]([O-])=O)[CH:11]=[N:10]2)[C:5]2[CH:17]=[CH:18][CH:19]=[CH:20][C:4]=2[N:3]=1. Product: [CH3:1][C:2]1[N:6]([CH2:7][CH2:8][N:9]2[CH:13]=[C:12]([NH2:14])[CH:11]=[N:10]2)[C:5]2[CH:17]=[CH:18][CH:19]=[CH:20][C:4]=2[N:3]=1. The catalyst class is: 43. (3) Reactant: C([O:3][C:4](=[O:34])[C:5]([NH:7][C:8]1[CH:13]=[C:12]([CH3:14])[C:11]([O:15][C:16]2[CH:21]=[CH:20][C:19]([OH:22])=[C:18]([S:23]([C:26]3[CH:31]=[CH:30][C:29]([F:32])=[CH:28][CH:27]=3)(=[O:25])=[O:24])[CH:17]=2)=[C:10]([CH3:33])[CH:9]=1)=[O:6])C.[OH-].[Na+]. Product: [F:32][C:29]1[CH:28]=[CH:27][C:26]([S:23]([C:18]2[CH:17]=[C:16]([CH:21]=[CH:20][C:19]=2[OH:22])[O:15][C:11]2[C:12]([CH3:14])=[CH:13][C:8]([NH:7][C:5](=[O:6])[C:4]([OH:34])=[O:3])=[CH:9][C:10]=2[CH3:33])(=[O:25])=[O:24])=[CH:31][CH:30]=1. The catalyst class is: 14. (4) Reactant: [C:1]([O:5][C:6]([NH:8][C:9]([NH:18][CH2:19][CH2:20][CH2:21][CH2:22][C@H:23]([NH:60][C:61]([O:63][C:64]([CH3:67])([CH3:66])[CH3:65])=[O:62])[C:24](=[O:59])[NH:25][CH2:26][CH2:27][CH2:28][CH2:29][C@H:30]([NH:51][C:52]([O:54][C:55]([CH3:58])([CH3:57])[CH3:56])=[O:53])[C:31](=[O:50])[NH:32][CH2:33][CH2:34][CH2:35][CH2:36][C@H:37]([NH:42][C:43]([O:45][C:46]([CH3:49])([CH3:48])[CH3:47])=[O:44])[C:38]([O:40]C)=[O:39])=[N:10][C:11](=[O:17])[O:12][C:13]([CH3:16])([CH3:15])[CH3:14])=[O:7])([CH3:4])([CH3:3])[CH3:2].[OH-].[Na+]. Product: [C:13]([O:12][C:11]([NH:10][C:9]([NH:18][CH2:19][CH2:20][CH2:21][CH2:22][C@H:23]([NH:60][C:61]([O:63][C:64]([CH3:67])([CH3:66])[CH3:65])=[O:62])[C:24](=[O:59])[NH:25][CH2:26][CH2:27][CH2:28][CH2:29][C@H:30]([NH:51][C:52]([O:54][C:55]([CH3:58])([CH3:57])[CH3:56])=[O:53])[C:31](=[O:50])[NH:32][CH2:33][CH2:34][CH2:35][CH2:36][C@H:37]([NH:42][C:43]([O:45][C:46]([CH3:47])([CH3:48])[CH3:49])=[O:44])[C:38]([OH:40])=[O:39])=[N:8][C:6](=[O:7])[O:5][C:1]([CH3:4])([CH3:2])[CH3:3])=[O:17])([CH3:14])([CH3:15])[CH3:16]. The catalyst class is: 200. (5) Reactant: CS([O:5][C:6]1[CH:11]=[CH:10][CH:9]=[C:8]([C:12]2[O:13][C:14]([CH3:42])=[C:15]([CH2:17][O:18][C:19]3[CH:24]=[CH:23][C:22]([CH2:25][O:26][C:27]4[C:31]([CH:32]=O)=[CH:30][N:29]([C:34]5[CH:39]=[CH:38][CH:37]=[CH:36][CH:35]=5)[N:28]=4)=[CH:21][C:20]=3[O:40][CH3:41])[N:16]=2)[CH:7]=1)(=O)=O.[CH2:43]([P:52](=[O:59])([O:56][CH2:57][CH3:58])[O:53][CH2:54][CH3:55])P(=O)(OCC)OCC.CN(C)C=O.[H-].[Na+]. Product: [OH:5][C:6]1[CH:7]=[C:8]([C:12]2[O:13][C:14]([CH3:42])=[C:15]([CH2:17][O:18][C:19]3[CH:24]=[CH:23][C:22]([CH2:25][O:26][C:27]4[C:31](/[CH:32]=[CH:43]/[P:52](=[O:59])([O:53][CH2:54][CH3:55])[O:56][CH2:57][CH3:58])=[CH:30][N:29]([C:34]5[CH:35]=[CH:36][CH:37]=[CH:38][CH:39]=5)[N:28]=4)=[CH:21][C:20]=3[O:40][CH3:41])[N:16]=2)[CH:9]=[CH:10][CH:11]=1. The catalyst class is: 6.